This data is from Peptide-MHC class I binding affinity with 185,985 pairs from IEDB/IMGT. The task is: Regression. Given a peptide amino acid sequence and an MHC pseudo amino acid sequence, predict their binding affinity value. This is MHC class I binding data. The binding affinity (normalized) is 0.0847. The MHC is HLA-B18:01 with pseudo-sequence HLA-B18:01. The peptide sequence is RGRKPIFRK.